Dataset: Forward reaction prediction with 1.9M reactions from USPTO patents (1976-2016). Task: Predict the product of the given reaction. (1) Given the reactants [CH3:1][O:2][C:3]1[N:8]=[C:7]([C:9]([O:11]C)=[O:10])[C:6]([NH:13][C:14]([C:16]2[C:25]3[C:20](=[CH:21][CH:22]=[CH:23][CH:24]=3)[C:19]([CH2:26][N:27]3[CH:31]=[CH:30][N:29]=[N:28]3)=[CH:18][CH:17]=2)=[O:15])=[N:5][C:4]=1[NH:32][CH2:33][CH:34]1[CH2:39][CH2:38][O:37][CH2:36][CH2:35]1.[OH-].[Li+].C(O)(=O)C, predict the reaction product. The product is: [CH3:1][O:2][C:3]1[N:8]=[C:7]([C:9]([OH:11])=[O:10])[C:6]([NH:13][C:14]([C:16]2[C:25]3[C:20](=[CH:21][CH:22]=[CH:23][CH:24]=3)[C:19]([CH2:26][N:27]3[CH:31]=[CH:30][N:29]=[N:28]3)=[CH:18][CH:17]=2)=[O:15])=[N:5][C:4]=1[NH:32][CH2:33][CH:34]1[CH2:35][CH2:36][O:37][CH2:38][CH2:39]1. (2) Given the reactants C(=O)([O-])[O-].[Na+].[Na+].[ClH:7].[N:8]12[CH2:15][CH2:14][CH:11]([CH2:12][CH2:13]1)[C@@H:10]([NH:16][C:17]([C:19]1[S:20][C:21]3[CH:27]=[CH:26][C:25](Br)=[CH:24][C:22]=3[CH:23]=1)=[O:18])[CH2:9]2.[C:29]1(B(O)O)[CH:34]=[CH:33][CH:32]=[CH:31][CH:30]=1, predict the reaction product. The product is: [ClH:7].[N:8]12[CH2:15][CH2:14][CH:11]([CH2:12][CH2:13]1)[C@@H:10]([NH:16][C:17]([C:19]1[S:20][C:21]3[CH:27]=[CH:26][C:25]([C:29]4[CH:34]=[CH:33][CH:32]=[CH:31][CH:30]=4)=[CH:24][C:22]=3[CH:23]=1)=[O:18])[CH2:9]2. (3) Given the reactants [CH3:1][O:2][CH2:3][CH2:4][O:5][CH2:6][C@@H:7]([C:19]([O:21][CH3:22])=[O:20])[NH:8]C(OCC1C=CC=CC=1)=O, predict the reaction product. The product is: [CH3:1][O:2][CH2:3][CH2:4][O:5][CH2:6][C@@H:7]([C:19]([O:21][CH3:22])=[O:20])[NH2:8]. (4) Given the reactants [Cl:1][C:2]1[CH:7]=[CH:6][C:5]([N:8]2[CH2:13][CH2:12][N:11]([CH:14]3[CH2:19][CH2:18][CH2:17][CH:16]([C:20](O)=[O:21])[CH2:15]3)[CH2:10][CH2:9]2)=[CH:4][C:3]=1[NH:23][C@@H:24]([C:26]1[CH:31]=[CH:30][C:29]([Cl:32])=[CH:28][C:27]=1[Cl:33])[CH3:25].C[N:35](C(ON1N=NC2C=CC=NC1=2)=[N+](C)C)C.F[P-](F)(F)(F)(F)F.N, predict the reaction product. The product is: [Cl:1][C:2]1[CH:7]=[CH:6][C:5]([N:8]2[CH2:9][CH2:10][N:11]([CH:14]3[CH2:19][CH2:18][CH2:17][CH:16]([C:20]([NH2:35])=[O:21])[CH2:15]3)[CH2:12][CH2:13]2)=[CH:4][C:3]=1[NH:23][C@@H:24]([C:26]1[CH:31]=[CH:30][C:29]([Cl:32])=[CH:28][C:27]=1[Cl:33])[CH3:25]. (5) Given the reactants [OH-:1].[Na+].[Cl:3][C:4]1[S:8][C:7]([CH2:9][CH2:10][CH:11]=[O:12])=[CH:6][CH:5]=1, predict the reaction product. The product is: [Cl:3][C:4]1[S:8][C:7]([CH2:9][CH2:10][C:11]([OH:1])=[O:12])=[CH:6][CH:5]=1.